This data is from Full USPTO retrosynthesis dataset with 1.9M reactions from patents (1976-2016). The task is: Predict the reactants needed to synthesize the given product. (1) Given the product [F:12][C:4]1[CH:3]=[C:2]([C:13]2[CH:18]=[CH:17][CH:16]=[CH:15][CH:14]=2)[CH:11]=[CH:10][C:5]=1[C:6]([O:8][CH3:9])=[O:7], predict the reactants needed to synthesize it. The reactants are: Br[C:2]1[CH:11]=[CH:10][C:5]([C:6]([O:8][CH3:9])=[O:7])=[C:4]([F:12])[CH:3]=1.[C:13]1(B(O)O)[CH:18]=[CH:17][CH:16]=[CH:15][CH:14]=1.[F-].[Cs+].CN(C=O)C. (2) Given the product [CH3:13][O:14][C:15]([C@H:17]1[CH2:18][CH2:19][C@H:20]([CH2:23][N:24]2[C:25]3[CH:30]=[C:29]([O:31][CH3:32])[CH:28]=[CH:27][C:26]=3[NH:33][C:6]2=[O:7])[CH2:21][CH2:22]1)=[O:16], predict the reactants needed to synthesize it. The reactants are: C1N=CN([C:6](N2C=NC=C2)=[O:7])C=1.[CH3:13][O:14][C:15]([C@H:17]1[CH2:22][CH2:21][C@H:20]([CH2:23][NH:24][C:25]2[CH:30]=[C:29]([O:31][CH3:32])[CH:28]=[CH:27][C:26]=2[NH2:33])[CH2:19][CH2:18]1)=[O:16].O.